This data is from Catalyst prediction with 721,799 reactions and 888 catalyst types from USPTO. The task is: Predict which catalyst facilitates the given reaction. (1) Reactant: C[O:2][C:3](=[O:24])[C:4]1[CH:23]=[CH:22][CH:21]=[C:6]([C:7]([NH:9][CH2:10][C:11]([C:13]2[CH:18]=[CH:17][C:16]([O:19][CH3:20])=[CH:15][CH:14]=2)=[O:12])=O)[CH:5]=1.[OH-].[Na+]. Product: [CH3:20][O:19][C:16]1[CH:17]=[CH:18][C:13]([C:11]2[O:12][C:7]([C:6]3[CH:5]=[C:4]([CH:23]=[CH:22][CH:21]=3)[C:3]([OH:2])=[O:24])=[N:9][CH:10]=2)=[CH:14][CH:15]=1. The catalyst class is: 87. (2) The catalyst class is: 6. Product: [O:1]1[CH:5]=[CH:4][CH:3]=[C:2]1[C:6]1[O:7][C:8]([CH3:45])=[C:9]([CH2:11][O:12][C:13]2[CH:42]=[CH:41][C:16]([C:17]([N:19]([CH3:48])[C:20]3[C:24](/[CH:25]=[CH:26]/[P:27](=[O:34])([O:28][CH2:29][CH3:30])[O:31][CH2:32][CH3:33])=[CH:23][N:22]([C:35]4[CH:36]=[CH:37][CH:38]=[CH:39][CH:40]=4)[N:21]=3)=[O:18])=[CH:15][C:14]=2[O:43][CH3:44])[N:10]=1. Reactant: [O:1]1[CH:5]=[CH:4][CH:3]=[C:2]1[C:6]1[O:7][C:8]([CH3:45])=[C:9]([CH2:11][O:12][C:13]2[CH:42]=[CH:41][C:16]([C:17]([NH:19][C:20]3[C:24](/[CH:25]=[CH:26]/[P:27](=[O:34])([O:31][CH2:32][CH3:33])[O:28][CH2:29][CH3:30])=[CH:23][N:22]([C:35]4[CH:40]=[CH:39][CH:38]=[CH:37][CH:36]=4)[N:21]=3)=[O:18])=[CH:15][C:14]=2[O:43][CH3:44])[N:10]=1.[H-].[Na+].[CH3:48]N(C)C=O.CI. (3) Reactant: Br[CH2:2][C:3]([N:5]([C:7]1[CH:12]=[CH:11][C:10]([N+:13]([O-:15])=[O:14])=[CH:9][CH:8]=1)[CH3:6])=[O:4].C(=O)([O-])[O-].[K+].[K+].[NH:22]1[CH2:27][CH2:26][CH2:25][CH2:24][CH2:23]1. Product: [N:22]1([CH2:2][C:3]([N:5]([C:7]2[CH:12]=[CH:11][C:10]([N+:13]([O-:15])=[O:14])=[CH:9][CH:8]=2)[CH3:6])=[O:4])[CH2:27][CH2:26][CH2:25][CH2:24][CH2:23]1. The catalyst class is: 21. (4) Reactant: [Br:1][C:2]1[CH:7]=[CH:6][C:5]([N:8]([CH3:13])[S:9]([CH3:12])(=[O:11])=[O:10])=[C:4]([NH:14][C:15]2[C:20]([Cl:21])=[CH:19][N:18]=[C:17](Cl)[N:16]=2)[CH:3]=1.[CH3:23][N:24]1[CH2:29][CH2:28][N:27]([C:30]2[CH:35]=[CH:34][C:33]([NH2:36])=[CH:32][C:31]=2[CH:37]=[CH2:38])[CH2:26][CH2:25]1.CS(O)(=O)=O. Product: [Br:1][C:2]1[CH:7]=[CH:6][C:5]([N:8]([CH3:13])[S:9]([CH3:12])(=[O:11])=[O:10])=[C:4]([NH:14][C:15]2[C:20]([Cl:21])=[CH:19][N:18]=[C:17]([NH:36][C:33]3[CH:34]=[CH:35][C:30]([N:27]4[CH2:26][CH2:25][N:24]([CH3:23])[CH2:29][CH2:28]4)=[C:31]([CH:37]=[CH2:38])[CH:32]=3)[N:16]=2)[CH:3]=1. The catalyst class is: 141. (5) Product: [CH3:15][C@H:10]1[CH2:11][O:12][CH2:13][CH2:14][N:9]1[C:7]1[CH:8]=[C:3]([CH2:2][O:1][S:39]([CH3:38])(=[O:41])=[O:40])[N:4]=[C:5]([C:16]2[CH:17]=[CH:18][C:19]([NH:22][C:23]([NH:25][C:26]3[CH:30]=[CH:29][O:28][N:27]=3)=[O:24])=[CH:20][CH:21]=2)[N:6]=1. Reactant: [OH:1][CH2:2][C:3]1[CH:8]=[C:7]([N:9]2[CH2:14][CH2:13][O:12][CH2:11][C@@H:10]2[CH3:15])[N:6]=[C:5]([C:16]2[CH:21]=[CH:20][C:19]([NH:22][C:23]([NH:25][C:26]3[CH:30]=[CH:29][O:28][N:27]=3)=[O:24])=[CH:18][CH:17]=2)[N:4]=1.C(N(CC)CC)C.[CH3:38][S:39](Cl)(=[O:41])=[O:40]. The catalyst class is: 2.